Dataset: Catalyst prediction with 721,799 reactions and 888 catalyst types from USPTO. Task: Predict which catalyst facilitates the given reaction. (1) Reactant: [CH:1]1([C:4]2[NH:5][C:6]3[CH:12]=[C:11]([NH2:13])[CH:10]=[CH:9][C:7]=3[N:8]=2)[CH2:3][CH2:2]1.[Br:14]Br. Product: [CH:1]1([C:4]2[NH:5][C:6]3[C:12]([Br:14])=[C:11]([NH2:13])[CH:10]=[CH:9][C:7]=3[N:8]=2)[CH2:3][CH2:2]1. The catalyst class is: 52. (2) Reactant: [F:1][C:2]1[CH:3]=[C:4]([C:9]2([OH:14])[CH2:13][CH2:12][NH:11][CH2:10]2)[CH:5]=[C:6]([F:8])[CH:7]=1.C(=O)([O-])[O-].[K+].[K+].Br[CH2:22][CH:23]([CH3:25])[CH3:24].C(O)(=O)C(O)=O. Product: [F:1][C:2]1[CH:3]=[C:4]([C:9]2([OH:14])[CH2:13][CH2:12][N:11]([CH2:22][CH:23]([CH3:25])[CH3:24])[CH2:10]2)[CH:5]=[C:6]([F:8])[CH:7]=1. The catalyst class is: 449. (3) Reactant: [H-].[H-].[H-].[H-].[Li+].[Al+3].O=[C:8]1[N:12]([C@H:13]([C:15]2[CH:20]=[CH:19][CH:18]=[CH:17][CH:16]=2)[CH3:14])[CH2:11][C@@H:10]([C:21](OC)=[O:22])[CH2:9]1.O.[OH-].[Na+]. Product: [C:15]1([C@@H:13]([N:12]2[CH2:8][CH2:9][C@H:10]([CH2:21][OH:22])[CH2:11]2)[CH3:14])[CH:16]=[CH:17][CH:18]=[CH:19][CH:20]=1. The catalyst class is: 1. (4) Reactant: Cl[C:2]1[CH:7]=[CH:6][N:5]=[CH:4][C:3]=1[N+:8]([O-:10])=[O:9].[Br:11][C:12]1[CH:17]=[CH:16][C:15](B(O)O)=[CH:14][CH:13]=1.C(=O)([O-])[O-].[K+].[K+]. Product: [Br:11][C:12]1[CH:17]=[CH:16][C:15]([C:2]2[CH:7]=[CH:6][N:5]=[CH:4][C:3]=2[N+:8]([O-:10])=[O:9])=[CH:14][CH:13]=1. The catalyst class is: 57. (5) Reactant: [CH2:1]([NH:5][C:6]([O:8][CH:9]1[CH2:18][CH2:17][C:16]2[CH:15]=[C:14]([C@H:19]3[CH2:36][CH2:35][C@@:21]4([N:25]([C:26]([O:28][C:29]([CH3:32])([CH3:31])[CH3:30])=[O:27])[C:24]([CH3:34])([CH3:33])[O:23][CH2:22]4)[CH2:20]3)[CH:13]=[CH:12][C:11]=2[CH2:10]1)=[O:7])[CH2:2][CH2:3][CH3:4].[CH3:37]C(C)([O-])C.[K+].CI. Product: [CH2:1]([N:5]([CH3:37])[C:6]([O:8][CH:9]1[CH2:18][CH2:17][C:16]2[CH:15]=[C:14]([C@H:19]3[CH2:36][CH2:35][C@@:21]4([N:25]([C:26]([O:28][C:29]([CH3:32])([CH3:31])[CH3:30])=[O:27])[C:24]([CH3:34])([CH3:33])[O:23][CH2:22]4)[CH2:20]3)[CH:13]=[CH:12][C:11]=2[CH2:10]1)=[O:7])[CH2:2][CH2:3][CH3:4]. The catalyst class is: 1. (6) Reactant: [CH3:1][O:2][C:3]1[CH:4]=[C:5]2[CH:11]=[CH:10][N:9]([S:12]([C:15]3[CH:20]=[CH:19][CH:18]=[CH:17][CH:16]=3)(=[O:14])=[O:13])[C:6]2=[N:7][CH:8]=1.[CH:21]([N-]C(C)C)(C)C.[Li+].C(NC(C)C)(C)C.CI. Product: [CH3:1][O:2][C:3]1[CH:4]=[C:5]2[CH:11]=[C:10]([CH3:21])[N:9]([S:12]([C:15]3[CH:16]=[CH:17][CH:18]=[CH:19][CH:20]=3)(=[O:14])=[O:13])[C:6]2=[N:7][CH:8]=1. The catalyst class is: 1. (7) Reactant: [OH:1][CH2:2][C@@H:3]([NH:18][C:19](=[O:25])[O:20][C:21]([CH3:24])([CH3:23])[CH3:22])[C@H:4]([C:8]1[CH:13]=[CH:12][C:11]([C:14]([F:17])([F:16])[F:15])=[CH:10][CH:9]=1)/[CH:5]=[CH:6]/[CH3:7].C(N(CC)C(C)C)(C)C.FC(F)(F)S(O[Si:41]([C:44]([CH3:47])([CH3:46])[CH3:45])([CH3:43])[CH3:42])(=O)=O. Product: [Si:41]([O:1][CH2:2][C@@H:3]([NH:18][C:19](=[O:25])[O:20][C:21]([CH3:24])([CH3:23])[CH3:22])[C@H:4]([C:8]1[CH:13]=[CH:12][C:11]([C:14]([F:17])([F:16])[F:15])=[CH:10][CH:9]=1)/[CH:5]=[CH:6]/[CH3:7])([C:44]([CH3:47])([CH3:46])[CH3:45])([CH3:43])[CH3:42]. The catalyst class is: 2. (8) Product: [ClH:22].[C:1]([C:5]1[CH:10]=[CH:9][C:8]([N:11]2[C:19]3[C:14](=[CH:15][CH:16]=[CH:17][CH:18]=3)[C:13]([CH:20]=[O:21])=[C:12]2[NH:23][CH2:24][CH2:25][N:26]2[CH2:30][CH2:29][CH2:28][CH2:27]2)=[CH:7][CH:6]=1)([CH3:4])([CH3:3])[CH3:2]. Reactant: [C:1]([C:5]1[CH:10]=[CH:9][C:8]([N:11]2[C:19]3[C:14](=[CH:15][CH:16]=[CH:17][CH:18]=3)[C:13]([CH:20]=[O:21])=[C:12]2[Cl:22])=[CH:7][CH:6]=1)([CH3:4])([CH3:3])[CH3:2].[NH2:23][CH2:24][CH2:25][N:26]1[CH2:30][CH2:29][CH2:28][CH2:27]1.Cl. The catalyst class is: 5. (9) Product: [Cl:1][C:2]1[CH:3]=[C:4]2[C:6]([C:20]([OH:21])=[C:19]([CH3:18])[C:25]([CH3:27])=[N:5]2)=[CH:7][C:8]=1[C:9](=[O:17])[C:10]1[CH:15]=[CH:14][C:13]([Cl:16])=[CH:12][CH:11]=1. The catalyst class is: 113. Reactant: [Cl:1][C:2]1[CH:3]=[C:4]([CH:6]=[CH:7][C:8]=1[C:9](=[O:17])[C:10]1[CH:15]=[CH:14][C:13]([Cl:16])=[CH:12][CH:11]=1)[NH2:5].[CH3:18][CH:19]([C:25]([CH3:27])=O)[C:20](OCC)=[O:21].C1(C)C=CC(S(O)(=O)=O)=CC=1.ClC1C(C(=O)C2C=CC(Cl)=CC=2)=CC=C2C=1C(O)=C(C)C(C)=N2. (10) Reactant: [NH2:1][CH2:2][CH2:3][CH2:4][CH2:5][NH:6][C:7](=[O:13])[O:8][C:9]([CH3:12])([CH3:11])[CH3:10].[Cl:14][C:15]1[C:20]([N+:21]([O-:23])=[O:22])=[C:19](Cl)[C:18]([CH3:25])=[C:17]([CH3:26])[N:16]=1.C(N(CC)CC)C. Product: [Cl:14][C:15]1[C:20]([N+:21]([O-:23])=[O:22])=[C:19]([NH:1][CH2:2][CH2:3][CH2:4][CH2:5][NH:6][C:7](=[O:13])[O:8][C:9]([CH3:10])([CH3:12])[CH3:11])[C:18]([CH3:25])=[C:17]([CH3:26])[N:16]=1. The catalyst class is: 9.